From a dataset of Peptide-MHC class II binding affinity with 134,281 pairs from IEDB. Regression. Given a peptide amino acid sequence and an MHC pseudo amino acid sequence, predict their binding affinity value. This is MHC class II binding data. The MHC is HLA-DQA10401-DQB10402 with pseudo-sequence HLA-DQA10401-DQB10402. The binding affinity (normalized) is 0.122. The peptide sequence is QVAFSYFPPPAAKED.